This data is from Peptide-MHC class I binding affinity with 185,985 pairs from IEDB/IMGT. The task is: Regression. Given a peptide amino acid sequence and an MHC pseudo amino acid sequence, predict their binding affinity value. This is MHC class I binding data. (1) The peptide sequence is RYLKDQQLL. The MHC is HLA-B44:03 with pseudo-sequence HLA-B44:03. The binding affinity (normalized) is 0. (2) The peptide sequence is DMICCDSRI. The MHC is HLA-A02:06 with pseudo-sequence HLA-A02:06. The binding affinity (normalized) is 0.